This data is from Reaction yield outcomes from USPTO patents with 853,638 reactions. The task is: Predict the reaction yield, written as a fraction of the theoretical maximum amount of product (1.0 means a 100% yield; for example, 0.34 means a 34% yield). (1) The reactants are [F:1][C:2]1[C:3]([NH:12][C:13]2[CH:18]=[CH:17][C:16]([C:19]#[C:20][CH2:21][O:22][CH:23]3[CH2:28][CH2:27][CH2:26][CH2:25][O:24]3)=[CH:15][C:14]=2[F:29])=[C:4]([CH:8]=[CH:9][C:10]=1[F:11])[C:5]([OH:7])=O.C1N=CN(C(N2C=NC=C2)=O)C=1.[NH2:42][O:43][CH2:44][CH2:45][OH:46]. No catalyst specified. The product is [F:1][C:2]1[C:3]([NH:12][C:13]2[CH:18]=[CH:17][C:16]([C:19]#[C:20][CH2:21][O:22][CH:23]3[CH2:28][CH2:27][CH2:26][CH2:25][O:24]3)=[CH:15][C:14]=2[F:29])=[C:4]([CH:8]=[CH:9][C:10]=1[F:11])[C:5]([NH:42][O:43][CH2:44][CH2:45][OH:46])=[O:7]. The yield is 0.690. (2) The reactants are Cl.Cl.[NH2:3][C@H:4]1[CH2:9][CH2:8][N:7]([CH2:10][C:11]2[CH:16]=[CH:15][CH:14]=[CH:13][CH:12]=2)[CH2:6][C@H:5]1[OH:17].CCN(C(C)C)C(C)C.[CH2:27]([O:30][C:31](Cl)=[O:32])[CH2:28][Cl:29]. The catalyst is C(Cl)Cl. The product is [OH:17][C@H:5]1[C@@H:4]([NH:3][C:31](=[O:32])[O:30][CH2:27][CH2:28][Cl:29])[CH2:9][CH2:8][N:7]([CH2:10][C:11]2[CH:12]=[CH:13][CH:14]=[CH:15][CH:16]=2)[CH2:6]1. The yield is 1.11. (3) The reactants are [Cl:1][C:2]1[CH:23]=[C:22]([C:24]([F:27])([F:26])[F:25])[CH:21]=[CH:20][C:3]=1[CH2:4][N:5]1[C:9]([C:10](N(OC)C)=[O:11])=[CH:8][C:7]([O:16][CH2:17][O:18][CH3:19])=[N:6]1.[H-].C([Al+]CC(C)C)C(C)C.CO.[C@H](O)(C([O-])=O)[C@@H](O)C([O-])=O.[Na+].[K+]. The catalyst is O1CCCC1.C1(C)C=CC=CC=1. The product is [Cl:1][C:2]1[CH:23]=[C:22]([C:24]([F:27])([F:25])[F:26])[CH:21]=[CH:20][C:3]=1[CH2:4][N:5]1[C:9]([CH:10]=[O:11])=[CH:8][C:7]([O:16][CH2:17][O:18][CH3:19])=[N:6]1. The yield is 0.850.